The task is: Predict the reaction yield, written as a fraction of the theoretical maximum amount of product (1.0 means a 100% yield; for example, 0.34 means a 34% yield).. This data is from Reaction yield outcomes from USPTO patents with 853,638 reactions. (1) The reactants are [C:1]([O:5][C:6]([N:8]1[C:16]2[C:11](=[CH:12][C:13]([C:17](C)(C)[O:18][SiH2]C(C)(C)C)=[CH:14][CH:15]=2)[CH:10]=[C:9]1[C:26]1[C:27]2[S:40][CH:39]=[CH:38][C:28]=2[N:29]([C:31]([O:33][C:34]([CH3:37])([CH3:36])[CH3:35])=[O:32])[N:30]=1)=[O:7])([CH3:4])([CH3:3])[CH3:2].[F-].C([N+](CCCC)(CCCC)CCCC)CCC.O. The catalyst is O1CCCC1. The product is [C:1]([O:5][C:6]([N:8]1[C:16]2[C:11](=[CH:12][C:13]([CH2:17][OH:18])=[CH:14][CH:15]=2)[CH:10]=[C:9]1[C:26]1[C:27]2[S:40][CH:39]=[CH:38][C:28]=2[N:29]([C:31]([O:33][C:34]([CH3:37])([CH3:36])[CH3:35])=[O:32])[N:30]=1)=[O:7])([CH3:4])([CH3:2])[CH3:3]. The yield is 0.850. (2) The yield is 0.550. The reactants are [Br:1][C:2]1[C:7]([O:8][CH3:9])=[CH:6][CH:5]=[CH:4][N:3]=1.[N+:10]([O-])([OH:12])=[O:11]. The product is [Br:1][C:2]1[C:7]([O:8][CH3:9])=[CH:6][CH:5]=[C:4]([N+:10]([O-:12])=[O:11])[N:3]=1. The catalyst is OS(O)(=O)=O. (3) The reactants are [CH3:1][N:2]([CH3:16])[C:3]1([C:10]2[CH:15]=[CH:14][CH:13]=[CH:12][CH:11]=2)[CH2:8][CH2:7][C:6](=O)[CH2:5][CH2:4]1.C(OP([CH2:25][C:26]#[N:27])(=O)OCC)C.[OH-].[Na+]. The catalyst is C(Cl)Cl. The product is [CH3:1][N:2]([CH3:16])[C:3]1([C:10]2[CH:15]=[CH:14][CH:13]=[CH:12][CH:11]=2)[CH2:8][CH2:7][C:6](=[CH:25][C:26]#[N:27])[CH2:5][CH2:4]1. The yield is 0.950. (4) The reactants are ClC1N=[CH:4][C:5]2[CH2:11][N:10]([C:12]([C:14]3[CH:15]=[N:16][CH:17]=[CH:18][CH:19]=3)=[O:13])[CH2:9][CH2:8][C:6]=2N=1.[S:20]1[CH:24]=[CH:23][C:22]([NH2:25])=[CH:21]1.CCOC(C)=O.[CH:32](O)([CH3:34])[CH3:33]. No catalyst specified. The product is [N:16]1[CH:17]=[CH:18][CH:19]=[C:14]([C:12]([N:10]2[CH2:9][CH2:8][C:6]3[C:5](=[CH:4][CH:33]=[C:32]([NH:25][C:22]4[CH:23]=[CH:24][S:20][CH:21]=4)[CH:34]=3)[CH2:11]2)=[O:13])[CH:15]=1. The yield is 0.391.